This data is from Reaction yield outcomes from USPTO patents with 853,638 reactions. The task is: Predict the reaction yield, written as a fraction of the theoretical maximum amount of product (1.0 means a 100% yield; for example, 0.34 means a 34% yield). (1) The product is [CH:11]1([C:4]2[S:3][C:2]3[NH:1][C:18](=[O:24])[N:41]([CH2:40][CH2:39][C:33]4[CH:38]=[CH:37][CH:36]=[CH:35][CH:34]=4)[C:7](=[O:9])[C:6]=3[CH:5]=2)[CH2:13][CH2:12]1. The reactants are [NH2:1][C:2]1[S:3][C:4]([CH:11]2[CH2:13][CH2:12]2)=[CH:5][C:6]=1[C:7]([O:9]C)=O.ClC(Cl)(O[C:18](=[O:24])OC(Cl)(Cl)Cl)Cl.C(N(CC)CC)C.[C:33]1([CH2:39][CH2:40][NH2:41])[CH:38]=[CH:37][CH:36]=[CH:35][CH:34]=1. The yield is 1.00. The catalyst is C(Cl)Cl. (2) The reactants are [CH3:1][C:2]1[N:6]2[C:7](=[O:19])[C:8]3[NH:9][CH:10]=[N:11][C:12]=3[N:13]([CH2:14][CH2:15][CH2:16][CH2:17][CH3:18])[C:5]2=[N:4][N:3]=1.[Br:20]N1C(=O)CCC1=O. The catalyst is C1COCC1. The product is [Br:20][C:10]1[NH:9][C:8]2[C:7](=[O:19])[N:6]3[C:2]([CH3:1])=[N:3][N:4]=[C:5]3[N:13]([CH2:14][CH2:15][CH2:16][CH2:17][CH3:18])[C:12]=2[N:11]=1. The yield is 0.300. (3) The reactants are [CH2:1]([S:8][CH:9]([CH:38]=O)[CH2:10][NH:11][C:12]([C:14]1[NH:15][C:16]2[C:21]([CH:22]=1)=[CH:20][C:19]([O:23][CH2:24][CH2:25][O:26][CH3:27])=[CH:18][C:17]=2[NH:28][S:29]([C:32]1[CH:37]=[CH:36][CH:35]=[CH:34][N:33]=1)(=[O:31])=[O:30])=[O:13])[C:2]1[CH:7]=[CH:6][CH:5]=[CH:4][CH:3]=1.[NH:40]1[CH2:45][CH2:44][S:43](=[O:47])(=[O:46])[CH2:42][CH2:41]1.O1CCCC1.C(O[BH-](OC(=O)C)OC(=O)C)(=O)C.[Na+]. The catalyst is O. The product is [CH2:1]([S:8][CH:9]([CH2:38][N:40]1[CH2:45][CH2:44][S:43](=[O:47])(=[O:46])[CH2:42][CH2:41]1)[CH2:10][NH:11][C:12]([C:14]1[NH:15][C:16]2[C:21]([CH:22]=1)=[CH:20][C:19]([O:23][CH2:24][CH2:25][O:26][CH3:27])=[CH:18][C:17]=2[NH:28][S:29]([C:32]1[CH:37]=[CH:36][CH:35]=[CH:34][N:33]=1)(=[O:30])=[O:31])=[O:13])[C:2]1[CH:7]=[CH:6][CH:5]=[CH:4][CH:3]=1. The yield is 0.350.